This data is from Forward reaction prediction with 1.9M reactions from USPTO patents (1976-2016). The task is: Predict the product of the given reaction. Given the reactants C1(C(C2C=CC=CC=2)[N:8]2[CH2:13][CH2:12][C:11]([C:16]3[CH:21]=[CH:20][CH:19]=[C:18]([O:22][C:23]([F:26])([F:25])[F:24])[CH:17]=3)([C:14]#[N:15])[CH2:10][CH2:9]2)C=CC=CC=1.C([O-])=O.[NH4+], predict the reaction product. The product is: [F:26][C:23]([F:24])([F:25])[O:22][C:18]1[CH:17]=[C:16]([C:11]2([C:14]#[N:15])[CH2:10][CH2:9][NH:8][CH2:13][CH2:12]2)[CH:21]=[CH:20][CH:19]=1.